The task is: Regression. Given two drug SMILES strings and cell line genomic features, predict the synergy score measuring deviation from expected non-interaction effect.. This data is from NCI-60 drug combinations with 297,098 pairs across 59 cell lines. Drug 1: C1=CN(C(=O)N=C1N)C2C(C(C(O2)CO)O)O.Cl. Drug 2: CC1C(C(CC(O1)OC2CC(CC3=C2C(=C4C(=C3O)C(=O)C5=CC=CC=C5C4=O)O)(C(=O)C)O)N)O. Cell line: NCI/ADR-RES. Synergy scores: CSS=27.0, Synergy_ZIP=-10.8, Synergy_Bliss=-16.1, Synergy_Loewe=-13.5, Synergy_HSA=-11.3.